This data is from Peptide-MHC class II binding affinity with 134,281 pairs from IEDB. The task is: Regression. Given a peptide amino acid sequence and an MHC pseudo amino acid sequence, predict their binding affinity value. This is MHC class II binding data. The peptide sequence is GELQIVDKIDTAFKI. The MHC is DRB1_1302 with pseudo-sequence DRB1_1302. The binding affinity (normalized) is 0.612.